From a dataset of Reaction yield outcomes from USPTO patents with 853,638 reactions. Predict the reaction yield, written as a fraction of the theoretical maximum amount of product (1.0 means a 100% yield; for example, 0.34 means a 34% yield). The reactants are [C:9](O[C:9]([O:11][C:12]([CH3:15])([CH3:14])[CH3:13])=[O:10])([O:11][C:12]([CH3:15])([CH3:14])[CH3:13])=[O:10].[F:16][C:17]1([F:24])[CH2:23][NH:22][CH2:21][CH2:20][NH:19][CH2:18]1.CCN(C(C)C)C(C)C. The catalyst is C(Cl)Cl. The product is [F:16][C:17]1([F:24])[CH2:23][N:22]([C:9]([O:11][C:12]([CH3:13])([CH3:14])[CH3:15])=[O:10])[CH2:21][CH2:20][NH:19][CH2:18]1. The yield is 0.552.